This data is from Forward reaction prediction with 1.9M reactions from USPTO patents (1976-2016). The task is: Predict the product of the given reaction. (1) Given the reactants [CH3:1][C:2]1[C:3]([C:18]2[CH:23]=[CH:22][CH:21]=[CH:20][CH:19]=2)=[N:4][C:5]2[CH:6]=[C:7]3[O:17][CH2:16][O:15][C:8]3=[CH:9][C:10]=2[C:11]=1[C:12]([OH:14])=[O:13].[C:24](Cl)(=O)C(Cl)=O.CN(C=O)C, predict the reaction product. The product is: [CH3:24][O:13][C:12]([C:11]1[C:10]2[CH:9]=[C:8]3[O:15][CH2:16][O:17][C:7]3=[CH:6][C:5]=2[N:4]=[C:3]([C:18]2[CH:23]=[CH:22][CH:21]=[CH:20][CH:19]=2)[C:2]=1[CH3:1])=[O:14]. (2) Given the reactants Br[C:2]1[S:6][C:5]([CH3:7])=[N:4][C:3]=1[C:8]1[CH:13]=[CH:12][C:11]([N+:14]([O-:16])=[O:15])=[CH:10][CH:9]=1.[CH3:17][C:18]1[CH:23]=[CH:22][C:21]([S:24]([N:27]2[C:31]3=[N:32][CH:33]=[CH:34][C:35](B4OC(C)(C)C(C)(C)O4)=[C:30]3[CH:29]=[CH:28]2)(=[O:26])=[O:25])=[CH:20][CH:19]=1, predict the reaction product. The product is: [CH3:7][C:5]1[S:6][C:2]([C:35]2[CH:34]=[CH:33][N:32]=[C:31]3[N:27]([S:24]([C:21]4[CH:22]=[CH:23][C:18]([CH3:17])=[CH:19][CH:20]=4)(=[O:25])=[O:26])[CH:28]=[CH:29][C:30]=23)=[C:3]([C:8]2[CH:13]=[CH:12][C:11]([N+:14]([O-:16])=[O:15])=[CH:10][CH:9]=2)[N:4]=1. (3) Given the reactants [Li+].[F:2][C:3]([F:21])([F:20])[C:4]1[S:8][C:7]([N:9]2[CH2:14][CH2:13][N:12]([CH2:15][CH2:16][C:17]([O-:19])=O)[CH2:11][CH2:10]2)=[N:6][N:5]=1.F[P-](F)(F)(F)(F)F.CN(C)C(ON1C2C=CC=CC=2N=N1)=[N+](C)C.Cl.[N+:47]([C:50]1[CH:55]=[CH:54][C:53]([NH:56][CH:57]2[CH2:62][CH2:61][NH:60][CH2:59][CH2:58]2)=[CH:52][C:51]=1[C:63]([F:66])([F:65])[F:64])([O-:49])=[O:48].C(N(C(C)C)CC)(C)C.[O-2].[Al+3].[O-2].[O-2].[Al+3], predict the reaction product. The product is: [N+:47]([C:50]1[CH:55]=[CH:54][C:53]([NH:56][CH:57]2[CH2:58][CH2:59][N:60]([C:17](=[O:19])[CH2:16][CH2:15][N:12]3[CH2:11][CH2:10][N:9]([C:7]4[S:8][C:4]([C:3]([F:2])([F:21])[F:20])=[N:5][N:6]=4)[CH2:14][CH2:13]3)[CH2:61][CH2:62]2)=[CH:52][C:51]=1[C:63]([F:66])([F:64])[F:65])([O-:49])=[O:48]. (4) Given the reactants [Cl:1][C:2]1[CH:3]=[C:4]([N:12]2[CH2:17][CH2:16][NH:15][CH2:14][CH2:13]2)[CH:5]=[C:6]([C:8]([F:11])([F:10])[F:9])[CH:7]=1.[CH:18](Br)([CH3:20])[CH3:19], predict the reaction product. The product is: [Cl:1][C:2]1[CH:3]=[C:4]([N:12]2[CH2:17][CH2:16][N:15]([CH:18]([CH3:20])[CH3:19])[CH2:14][CH2:13]2)[CH:5]=[C:6]([C:8]([F:10])([F:11])[F:9])[CH:7]=1. (5) Given the reactants [OH:1][CH2:2][CH2:3][C:4]1[CH:5]=[C:6]([CH:17]=[CH:18][CH:19]=1)[CH2:7][CH:8]([C:13]([O:15][CH3:16])=[O:14])[C:9]([O:11][CH3:12])=[O:10].[F:20][C:21]([F:32])([F:31])[C:22]1[CH:27]=[CH:26][C:25]([N:28]=[C:29]=[O:30])=[CH:24][CH:23]=1, predict the reaction product. The product is: [F:20][C:21]([F:31])([F:32])[C:22]1[CH:27]=[CH:26][C:25]([NH:28][C:29]([O:1][CH2:2][CH2:3][C:4]2[CH:5]=[C:6]([CH:17]=[CH:18][CH:19]=2)[CH2:7][CH:8]([C:9]([O:11][CH3:12])=[O:10])[C:13]([O:15][CH3:16])=[O:14])=[O:30])=[CH:24][CH:23]=1.